From a dataset of Forward reaction prediction with 1.9M reactions from USPTO patents (1976-2016). Predict the product of the given reaction. (1) The product is: [CH2:1]([O:4][C:5]1([CH3:34])[CH2:6][CH2:7][N:8]([C:11]2[C:12]3[N:13]([N:28]=[C:29]([C:31](=[O:33])[NH:41][CH2:42][CH:43]([OH:59])[CH2:44][C:45]4[CH:50]=[CH:49][CH:48]=[CH:47][C:46]=4[OH:51])[CH:30]=3)[CH:14]=[C:15]([CH3:27])[C:16]=2[C@H:17]([O:22][C:23]([CH3:26])([CH3:25])[CH3:24])[C:18]([O:20][CH3:21])=[O:19])[CH2:9][CH2:10]1)[CH:2]=[CH2:3]. Given the reactants [CH2:1]([O:4][C:5]1([CH3:34])[CH2:10][CH2:9][N:8]([C:11]2[C:12]3[N:13]([N:28]=[C:29]([C:31]([OH:33])=O)[CH:30]=3)[CH:14]=[C:15]([CH3:27])[C:16]=2[C@H:17]([O:22][C:23]([CH3:26])([CH3:25])[CH3:24])[C:18]([O:20][CH3:21])=[O:19])[CH2:7][CH2:6]1)[CH:2]=[CH2:3].C(Cl)(=O)C(Cl)=O.[NH2:41][CH2:42][CH:43]([OH:59])[CH2:44][C:45]1[CH:50]=[CH:49][CH:48]=[CH:47][C:46]=1[O:51][Si](C(C)(C)C)(C)C.Cl.CCN(C(C)C)C(C)C.CCCC[N+](CCCC)(CCCC)CCCC.[F-], predict the reaction product. (2) Given the reactants C1C(=O)N([Br:8])C(=O)C1.C1(P(C2C=CC=CC=2)C2C=CC=CC=2)C=CC=CC=1.[F:28][CH:29]([CH2:39]O)[CH2:30][NH:31][C:32](=[O:38])[O:33][C:34]([CH3:37])([CH3:36])[CH3:35].N1C=CC=CC=1, predict the reaction product. The product is: [Br:8][CH2:39][CH:29]([F:28])[CH2:30][NH:31][C:32](=[O:38])[O:33][C:34]([CH3:37])([CH3:36])[CH3:35]. (3) Given the reactants Cl[CH2:2][C:3]([CH3:6])([OH:5])[CH3:4].C([O-])([O-])=O.[K+].[K+].[Br:13][C:14]1[CH:19]=[CH:18][C:17]([OH:20])=[CH:16][CH:15]=1.O, predict the reaction product. The product is: [Br:13][C:14]1[CH:19]=[CH:18][C:17]([O:20][CH2:2][C:3]([CH3:6])([OH:5])[CH3:4])=[CH:16][CH:15]=1.